This data is from Catalyst prediction with 721,799 reactions and 888 catalyst types from USPTO. The task is: Predict which catalyst facilitates the given reaction. (1) Reactant: N[C:2]1[N:6](C2C(Cl)=CC(C(F)(F)F)=CC=2Cl)[N:5]=[C:4](C#N)[CH:3]=1.[F:21][C:22]([F:33])([F:32])[S:23]([N:25]1C(=O)CCC1=O)=[O:24]. Product: [F:21][C:22]([F:33])([F:32])[S:23]([NH:25][N:6]1[CH:2]=[CH:3][CH:4]=[N:5]1)=[O:24]. The catalyst class is: 66. (2) Reactant: [F:1][C:2]1[CH:10]=[C:9]2[C:5]([CH2:6][CH2:7][NH:8]2)=[CH:4][CH:3]=1.CCN(CC)CC.[CH3:18][C:19]([O:22][C:23](O[C:23]([O:22][C:19]([CH3:21])([CH3:20])[CH3:18])=[O:24])=[O:24])([CH3:21])[CH3:20].N1C=CN=C1. Product: [F:1][C:2]1[CH:10]=[C:9]2[C:5]([CH2:6][CH2:7][N:8]2[C:23]([O:22][C:19]([CH3:21])([CH3:20])[CH3:18])=[O:24])=[CH:4][CH:3]=1. The catalyst class is: 34. (3) Reactant: [C:1]([O:5][CH2:6][CH3:7])(=[O:4])[C:2]#[CH:3].C[Si]([N:12]=[N+:13]=[N-:14])(C)C. Product: [N:12]1[NH:13][N:14]=[C:2]([C:1]([O:5][CH2:6][CH3:7])=[O:4])[CH:3]=1. The catalyst class is: 5.